From a dataset of Reaction yield outcomes from USPTO patents with 853,638 reactions. Predict the reaction yield, written as a fraction of the theoretical maximum amount of product (1.0 means a 100% yield; for example, 0.34 means a 34% yield). The reactants are C([O:4][C@@H:5]1[C@@H:13]([CH2:14][O:15]C(=O)C)[O:12][CH:11]2[CH:7]([N:8]=[C:9]([NH:19][CH2:20][C:21]([F:24])([F:23])[F:22])[S:10]2)[C@H:6]1[O:25]C(=O)C)(=O)C.C([O-])([O-])=O.[K+].[K+]. The catalyst is CO. The product is [OH:15][CH2:14][C@H:13]1[O:12][CH:11]2[CH:7]([N:8]=[C:9]([NH:19][CH2:20][C:21]([F:24])([F:22])[F:23])[S:10]2)[C@@H:6]([OH:25])[C@@H:5]1[OH:4]. The yield is 0.470.